From a dataset of Reaction yield outcomes from USPTO patents with 853,638 reactions. Predict the reaction yield, written as a fraction of the theoretical maximum amount of product (1.0 means a 100% yield; for example, 0.34 means a 34% yield). (1) The reactants are [CH:1]1([C:4]2[NH:5][C:6]3[C:11]([CH:12]=2)=[CH:10][C:9]([N+:13]([O-])=O)=[CH:8][CH:7]=3)[CH2:3][CH2:2]1. The catalyst is CO.[Ni]. The product is [CH:1]1([C:4]2[NH:5][C:6]3[C:11]([CH:12]=2)=[CH:10][C:9]([NH2:13])=[CH:8][CH:7]=3)[CH2:3][CH2:2]1. The yield is 0.560. (2) The reactants are [C:1]([O:9][CH2:10][C:11]1([C:17]([O:19][CH2:20][CH3:21])=[O:18])[CH2:16][CH:15]=[CH:14][CH2:13][O:12]1)(=[O:8])[C:2]1[CH:7]=[CH:6][CH:5]=[CH:4][CH:3]=1.N#N.C([SiH](CC)CC)C. The catalyst is C1(C)C=CC=CC=1.[Cu]Cl. The product is [C:1]([O:9][CH2:10][C:11]1([C:17]([O:19][CH2:20][CH3:21])=[O:18])[CH2:16][CH2:15][CH:14]=[CH:13][O:12]1)(=[O:8])[C:2]1[CH:3]=[CH:4][CH:5]=[CH:6][CH:7]=1. The yield is 0.690.